From a dataset of Catalyst prediction with 721,799 reactions and 888 catalyst types from USPTO. Predict which catalyst facilitates the given reaction. (1) Reactant: [N+:1]([C:4]1[CH:26]=[CH:25][C:7]([NH:8][C:9]2[CH:10]=[CH:11][C:12]3[C:18](=[O:19])[C:17]4[CH:20]=[CH:21][CH:22]=[CH:23][C:16]=4[CH2:15][O:14][C:13]=3[CH:24]=2)=[CH:6][CH:5]=1)([O-])=O.Cl.[Sn]. Product: [NH2:1][C:4]1[CH:26]=[CH:25][C:7]([NH:8][C:9]2[CH:10]=[CH:11][C:12]3[C:18](=[O:19])[C:17]4[CH:20]=[CH:21][CH:22]=[CH:23][C:16]=4[CH2:15][O:14][C:13]=3[CH:24]=2)=[CH:6][CH:5]=1. The catalyst class is: 32. (2) Reactant: [Si](O[C@H]([C@H]1C[C@@H](OCCC)CN1C(OC(C)(C)C)=O)[C@@H](NC(=O)C1C=C(C2OC=CN=2)C=C(C(N2CCC[C@@H]2COC)=O)C=1)CC1C=C(F)C=C(F)C=1)(C(C)(C)C)(C)C.[Si]([O:67][C@H:68]([C@H:96]1[CH2:100][C@@H:99]([O:101][CH2:102][CH2:103][CH3:104])[CH2:98][N:97]1C(OC(C)(C)C)=O)[C@@H:69]([NH:79][C:80](=[O:95])[C:81]1[CH:86]=[C:85]([N:87]2[CH2:91][CH2:90][CH2:89][C:88]2=[O:92])[CH:84]=[C:83]([O:93][CH3:94])[CH:82]=1)[CH2:70][C:71]1[CH:76]=[C:75]([F:77])[CH:74]=[C:73]([F:78])[CH:72]=1)(C(C)(C)C)(C)C.[Si](O[C@H]([C@H]1C[C@@H](OCCC)CN1C(OC(C)(C)C)=O)[C@@H](NC(=O)C1C=C(N2CCCC2=O)C=C(O)C=1)CC1C=C(F)C=C(F)C=1)(C(C)(C)C)(C)C.C(=O)([O-])[O-].[Cs+].[Cs+].CI. Product: [F:78][C:73]1[CH:72]=[C:71]([CH2:70][C@H:69]([NH:79][C:80](=[O:95])[C:81]2[CH:86]=[C:85]([N:87]3[CH2:91][CH2:90][CH2:89][C:88]3=[O:92])[CH:84]=[C:83]([O:93][CH3:94])[CH:82]=2)[C@H:68]([OH:67])[C@H:96]2[CH2:100][C@@H:99]([O:101][CH2:102][CH2:103][CH3:104])[CH2:98][NH:97]2)[CH:76]=[C:75]([F:77])[CH:74]=1. The catalyst class is: 39. (3) Reactant: FC(F)(F)C(O)=O.[CH2:8]([O:12][C:13]1[N:21]=[C:20]2[C:16]([N:17]=[C:18]([O:22][CH3:23])[NH:19]2)=[C:15]([NH2:24])[N:14]=1)[CH2:9][CH2:10][CH3:11].C(=O)([O-])[O-].[K+].[K+].Br[CH2:32][CH2:33][CH2:34][CH:35]1[CH2:40][CH2:39][CH2:38][CH2:37][N:36]1[C:41]([O:43][CH2:44][C:45]1[CH:50]=[CH:49][CH:48]=[CH:47][CH:46]=1)=[O:42]. Product: [NH2:24][C:15]1[N:14]=[C:13]([O:12][CH2:8][CH2:9][CH2:10][CH3:11])[N:21]=[C:20]2[C:16]=1[N:17]=[C:18]([O:22][CH3:23])[N:19]2[CH2:32][CH2:33][CH2:34][CH:35]1[CH2:40][CH2:39][CH2:38][CH2:37][N:36]1[C:41]([O:43][CH2:44][C:45]1[CH:46]=[CH:47][CH:48]=[CH:49][CH:50]=1)=[O:42]. The catalyst class is: 3. (4) Reactant: [H-].[Na+].[CH3:3][O:4][C:5]1[CH:10]=[CH:9][C:8]([CH2:11][OH:12])=[CH:7][CH:6]=1.[Br:13][C:14]1[CH:15]=[C:16](Br)[C:17]2[N:18]([C:20]([CH3:24])=[C:21]([CH3:23])[N:22]=2)[CH:19]=1. Product: [Br:13][C:14]1[CH:15]=[C:16]([O:12][CH2:11][C:8]2[CH:9]=[CH:10][C:5]([O:4][CH3:3])=[CH:6][CH:7]=2)[C:17]2[N:18]([C:20]([CH3:24])=[C:21]([CH3:23])[N:22]=2)[CH:19]=1. The catalyst class is: 9. (5) Reactant: [C:1]([O:5][C:6]([N:8]1[CH2:13][CH2:12][CH:11]([C:14]2[CH:19]=[CH:18][C:17]([O:20][CH2:21][CH2:22][CH2:23][O:24][CH2:25][C:26]3[CH:31]=[CH:30][CH:29]=[CH:28][C:27]=3[F:32])=[CH:16][CH:15]=2)[C:10](=O)[CH2:9]1)=[O:7])([CH3:4])([CH3:3])[CH3:2].Cl.[CH2:35]([O:42][NH2:43])[C:36]1[CH:41]=[CH:40][CH:39]=[CH:38][CH:37]=1. Product: [C:1]([O:5][C:6]([N:8]1[CH2:13][CH2:12][CH:11]([C:14]2[CH:19]=[CH:18][C:17]([O:20][CH2:21][CH2:22][CH2:23][O:24][CH2:25][C:26]3[CH:31]=[CH:30][CH:29]=[CH:28][C:27]=3[F:32])=[CH:16][CH:15]=2)[C:10](=[N:43][O:42][CH2:35][C:36]2[CH:41]=[CH:40][CH:39]=[CH:38][CH:37]=2)[CH2:9]1)=[O:7])([CH3:4])([CH3:2])[CH3:3]. The catalyst class is: 17. (6) Reactant: Cl[C:2]1[CH:8]=[C:7]([C:9]([F:12])([F:11])[F:10])[CH:6]=[CH:5][C:3]=1[NH2:4].[C:13](=[S:18])(OCC)[S-].[K+].[ClH:20]. Product: [Cl:20][C:13]1[S:18][C:2]2[CH:8]=[C:7]([C:9]([F:12])([F:11])[F:10])[CH:6]=[CH:5][C:3]=2[N:4]=1. The catalyst class is: 3.